From a dataset of Reaction yield outcomes from USPTO patents with 853,638 reactions. Predict the reaction yield, written as a fraction of the theoretical maximum amount of product (1.0 means a 100% yield; for example, 0.34 means a 34% yield). (1) The reactants are Cl[C:2]1[N:7]=[C:6]([C:8]2[S:12][CH:11]=[N:10][C:9]=2[C:13]2[CH:14]=[C:15]([NH:19][S:20]([C:23]3[C:28]([F:29])=[CH:27][CH:26]=[CH:25][C:24]=3[F:30])(=[O:22])=[O:21])[CH:16]=[CH:17][CH:18]=2)[CH:5]=[CH:4][N:3]=1.[NH4+:31].[OH-]. No catalyst specified. The product is [NH2:31][C:2]1[N:7]=[C:6]([C:8]2[S:12][CH:11]=[N:10][C:9]=2[C:13]2[CH:14]=[C:15]([NH:19][S:20]([C:23]3[C:28]([F:29])=[CH:27][CH:26]=[CH:25][C:24]=3[F:30])(=[O:22])=[O:21])[CH:16]=[CH:17][CH:18]=2)[CH:5]=[CH:4][N:3]=1. The yield is 0.647. (2) The reactants are [CH2:1]([O:3][C:4]([C:6]1[C:7](Cl)=[N:8][C:9]([S:12][CH3:13])=[N:10][CH:11]=1)=[O:5])[CH3:2].[OH-].[NH4+:16]. No catalyst specified. The product is [CH2:1]([O:3][C:4]([C:6]1[C:7]([NH2:16])=[N:8][C:9]([S:12][CH3:13])=[N:10][CH:11]=1)=[O:5])[CH3:2]. The yield is 0.900. (3) The reactants are [Cl:1][C:2]1[CH:3]=[C:4]([CH:6]=[CH:7][CH:8]=1)[NH2:5].C[Al](C)C.[Cl:13][C:14]1[CH:15]=[C:16]([N:21]2[C:25]([CH3:26])=[C:24]([C:27]([O:29]CC)=O)[N:23]=[N:22]2)[CH:17]=[CH:18][C:19]=1[F:20].CCOC(C)=O. The catalyst is O1CCOCC1. The product is [Cl:13][C:14]1[CH:15]=[C:16]([N:21]2[C:25]([CH3:26])=[C:24]([C:27]([NH:5][C:4]3[CH:6]=[CH:7][CH:8]=[C:2]([Cl:1])[CH:3]=3)=[O:29])[N:23]=[N:22]2)[CH:17]=[CH:18][C:19]=1[F:20]. The yield is 0.870. (4) The yield is 0.446. The reactants are [Br:1]Br.[Br:3][C:4]1[CH:9]=[CH:8][CH:7]=[CH:6][C:5]=1[CH2:10][CH2:11][C:12]1[CH:13]=[C:14]([C:17]([OH:19])=[O:18])[NH:15][CH:16]=1.O. The product is [Br:1][C:16]1[NH:15][C:14]([C:17]([OH:19])=[O:18])=[CH:13][C:12]=1[CH2:11][CH2:10][C:5]1[CH:6]=[CH:7][CH:8]=[CH:9][C:4]=1[Br:3]. The catalyst is C(O)(=O)C.CCOC(C)=O.